This data is from Forward reaction prediction with 1.9M reactions from USPTO patents (1976-2016). The task is: Predict the product of the given reaction. Given the reactants [CH3:1][C:2]([O:5][C:6]([N:8]1[CH2:14][CH2:13][C:12]2[CH:15]=[CH:16][C:17](B(O)O)=[CH:18][C:11]=2[CH2:10][CH2:9]1)=[O:7])([CH3:4])[CH3:3].[C:22]([O:33][CH3:34])(=[O:32])[C:23]1[CH:31]=[CH:30][C:28]([OH:29])=[C:25]([O:26][CH3:27])[CH:24]=1.C(N(CC)CC)C, predict the reaction product. The product is: [CH3:27][O:26][C:25]1[CH:24]=[C:23]([C:22]([O:33][CH3:34])=[O:32])[CH:31]=[CH:30][C:28]=1[O:29][C:17]1[CH:16]=[CH:15][C:12]2[CH2:13][CH2:14][N:8]([C:6]([O:5][C:2]([CH3:4])([CH3:3])[CH3:1])=[O:7])[CH2:9][CH2:10][C:11]=2[CH:18]=1.